From a dataset of NCI-60 drug combinations with 297,098 pairs across 59 cell lines. Regression. Given two drug SMILES strings and cell line genomic features, predict the synergy score measuring deviation from expected non-interaction effect. (1) Drug 1: C1CC(C1)(C(=O)O)C(=O)O.[NH2-].[NH2-].[Pt+2]. Drug 2: CC1C(C(CC(O1)OC2CC(OC(C2O)C)OC3=CC4=CC5=C(C(=O)C(C(C5)C(C(=O)C(C(C)O)O)OC)OC6CC(C(C(O6)C)O)OC7CC(C(C(O7)C)O)OC8CC(C(C(O8)C)O)(C)O)C(=C4C(=C3C)O)O)O)O. Cell line: RPMI-8226. Synergy scores: CSS=21.5, Synergy_ZIP=-3.94, Synergy_Bliss=-2.96, Synergy_Loewe=-16.1, Synergy_HSA=-3.49. (2) Drug 1: C1=CC(=CC=C1CC(C(=O)O)N)N(CCCl)CCCl.Cl. Drug 2: CC1C(C(CC(O1)OC2CC(CC3=C2C(=C4C(=C3O)C(=O)C5=CC=CC=C5C4=O)O)(C(=O)C)O)N)O. Cell line: HOP-62. Synergy scores: CSS=41.4, Synergy_ZIP=-2.65, Synergy_Bliss=-2.93, Synergy_Loewe=-21.7, Synergy_HSA=-3.23. (3) Drug 1: C1=CN(C(=O)N=C1N)C2C(C(C(O2)CO)O)O.Cl. Drug 2: C(CC(=O)O)C(=O)CN.Cl. Cell line: UO-31. Synergy scores: CSS=22.9, Synergy_ZIP=-3.12, Synergy_Bliss=-1.25, Synergy_Loewe=-58.9, Synergy_HSA=-0.581. (4) Drug 1: C1CNP(=O)(OC1)N(CCCl)CCCl. Drug 2: C(CN)CNCCSP(=O)(O)O. Cell line: PC-3. Synergy scores: CSS=9.97, Synergy_ZIP=0.983, Synergy_Bliss=2.67, Synergy_Loewe=5.28, Synergy_HSA=3.85. (5) Drug 1: C1CCN(CC1)CCOC2=CC=C(C=C2)C(=O)C3=C(SC4=C3C=CC(=C4)O)C5=CC=C(C=C5)O. Drug 2: CC12CCC3C(C1CCC2O)C(CC4=C3C=CC(=C4)O)CCCCCCCCCS(=O)CCCC(C(F)(F)F)(F)F. Cell line: HCT-15. Synergy scores: CSS=0.807, Synergy_ZIP=-2.08, Synergy_Bliss=-2.66, Synergy_Loewe=-2.81, Synergy_HSA=-3.51. (6) Drug 1: CC1=C(C=C(C=C1)NC(=O)C2=CC=C(C=C2)CN3CCN(CC3)C)NC4=NC=CC(=N4)C5=CN=CC=C5. Drug 2: CCC1(C2=C(COC1=O)C(=O)N3CC4=CC5=C(C=CC(=C5CN(C)C)O)N=C4C3=C2)O.Cl. Cell line: A498. Synergy scores: CSS=13.1, Synergy_ZIP=-0.865, Synergy_Bliss=1.36, Synergy_Loewe=-17.0, Synergy_HSA=0.664.